Dataset: Full USPTO retrosynthesis dataset with 1.9M reactions from patents (1976-2016). Task: Predict the reactants needed to synthesize the given product. Given the product [Cl:8][C:5]1[CH:6]=[CH:7][C:2]2[N:3]([CH:10]=[C:11]([C:13]3[CH:18]=[CH:17][C:16]([C:19]4[O:23][CH:22]=[N:21][CH:20]=4)=[CH:15][CH:14]=3)[N:1]=2)[CH:4]=1, predict the reactants needed to synthesize it. The reactants are: [NH2:1][C:2]1[CH:7]=[CH:6][C:5]([Cl:8])=[CH:4][N:3]=1.Br[CH2:10][C:11]([C:13]1[CH:18]=[CH:17][C:16]([C:19]2[O:23][CH:22]=[N:21][CH:20]=2)=[CH:15][CH:14]=1)=O.